The task is: Predict the reactants needed to synthesize the given product.. This data is from Full USPTO retrosynthesis dataset with 1.9M reactions from patents (1976-2016). Given the product [Cl:23][C:24]1[CH:30]=[CH:29][C:27]([NH:28][C:41]2[C:42]3[C:47](=[CH:46][CH:45]=[CH:44][CH:43]=3)[C:38]([CH2:37][C:34]3[CH:35]=[CH:36][N:31]=[CH:32][CH:33]=3)=[N:39][N:40]=2)=[CH:26][CH:25]=1, predict the reactants needed to synthesize it. The reactants are: O=P12OP3(OP(OP(O3)(O1)=O)(=O)O2)=O.Cl.C(N(CC)CC)C.[Cl:23][C:24]1[CH:30]=[CH:29][C:27]([NH2:28])=[CH:26][CH:25]=1.[N:31]1[CH:36]=[CH:35][C:34]([CH2:37][C:38]2[C:47]3[C:42](=[CH:43][CH:44]=[CH:45][CH:46]=3)[C:41](=O)[NH:40][N:39]=2)=[CH:33][CH:32]=1.CN(C)C(=O)N(C)C.N.